The task is: Predict the reactants needed to synthesize the given product.. This data is from Full USPTO retrosynthesis dataset with 1.9M reactions from patents (1976-2016). (1) Given the product [Br:27][CH2:18][C:14]1[CH:13]=[C:12]2[C:17]([C:8]([C:5]3[CH:6]=[CH:7][C:2]([F:1])=[CH:3][CH:4]=3)=[CH:9][C:10](=[O:19])[O:11]2)=[CH:16][CH:15]=1, predict the reactants needed to synthesize it. The reactants are: [F:1][C:2]1[CH:7]=[CH:6][C:5]([C:8]2[C:17]3[C:12](=[CH:13][C:14]([CH3:18])=[CH:15][CH:16]=3)[O:11][C:10](=[O:19])[CH:9]=2)=[CH:4][CH:3]=1.C1C(=O)N([Br:27])C(=O)C1.C(OOC(=O)C1C=CC=CC=1)(=O)C1C=CC=CC=1. (2) Given the product [CH3:22][C:23]1[CH:30]=[CH:29][C:28]([CH3:31])=[CH:27][C:24]=1[CH2:25][N:13]1[C:17]2[CH:18]=[CH:19][CH:20]=[CH:21][C:16]=2[N:15]=[CH:14]1, predict the reactants needed to synthesize it. The reactants are: C(=O)([O-])[O-].[Cs+].[Cs+].[I-].C([NH3+])CCC.[N:13]1[C:17]2[CH:18]=[CH:19][CH:20]=[CH:21][C:16]=2[NH:15][CH:14]=1.[CH3:22][C:23]1[CH:30]=[CH:29][C:28]([CH3:31])=[CH:27][C:24]=1[CH2:25]Br. (3) The reactants are: [CH2:1]([O:3][C:4]([C:6]1[O:7][C:8]2[CH:15]=[CH:14][CH:13]=[C:12]([CH:16]=[CH2:17])[C:9]=2[C:10]=1[CH3:11])=[O:5])[CH3:2].[H][H]. Given the product [CH2:1]([O:3][C:4]([C:6]1[O:7][C:8]2[CH:15]=[CH:14][CH:13]=[C:12]([CH2:16][CH3:17])[C:9]=2[C:10]=1[CH3:11])=[O:5])[CH3:2], predict the reactants needed to synthesize it. (4) Given the product [Br:1][C:2]1[N:7]=[CH:6][C:5]([CH2:8][C@@H:9]([C:14]([O:15][CH3:16])=[O:24])[NH2:10])=[CH:4][CH:3]=1, predict the reactants needed to synthesize it. The reactants are: [Br:1][C:2]1[N:7]=[CH:6][C:5]([CH2:8][C@H:9]2[C:14]([O:15][CH3:16])=N[C@H](C(C)C)C(OC)=[N:10]2)=[CH:4][CH:3]=1.N.C[OH:24]. (5) Given the product [CH2:11]([O:18][C:19]1[CH:26]=[CH:25][C:22]([CH:23]=[O:24])=[C:21]([O:27][CH:8]([CH3:10])[CH3:9])[CH:20]=1)[C:12]1[CH:13]=[CH:14][CH:15]=[CH:16][CH:17]=1, predict the reactants needed to synthesize it. The reactants are: C([O-])([O-])=O.[K+].[K+].I[CH:8]([CH3:10])[CH3:9].[CH2:11]([O:18][C:19]1[CH:26]=[CH:25][C:22]([CH:23]=[O:24])=[C:21]([OH:27])[CH:20]=1)[C:12]1[CH:17]=[CH:16][CH:15]=[CH:14][CH:13]=1. (6) Given the product [NH2:1][C:2]1[C:7]([F:8])=[C:6]([C:9]2[CH:14]=[CH:13][C:12]([Cl:15])=[C:11]([O:16][CH2:17][CH3:18])[C:10]=2[F:19])[N:5]=[C:4]([C:20]([O:22][CH2:23][C:26]2[CH:31]=[CH:30][CH:29]=[CH:28][CH:27]=2)=[O:21])[C:3]=1[Cl:24].[NH2:1][C:2]1[C:7]([F:8])=[C:6]([C:9]2[CH:14]=[CH:13][C:12]([Cl:15])=[C:11]([O:16][CH2:17][CH3:18])[C:10]=2[F:19])[N:5]=[C:4]([C:20]([O:22][CH3:23])=[O:21])[C:3]=1[Cl:24], predict the reactants needed to synthesize it. The reactants are: [NH2:1][C:2]1[C:7]([F:8])=[C:6]([C:9]2[CH:14]=[CH:13][C:12]([Cl:15])=[C:11]([O:16][CH2:17][CH3:18])[C:10]=2[F:19])[N:5]=[C:4]([C:20]([O:22][CH3:23])=[O:21])[C:3]=1[Cl:24].Cl[C:26]1[CH:31]=[CH:30][C:29](B2OC(C)(C)C(C)(C)O2)=[C:28](F)[C:27]=1OCC.NC1C(F)=C(Cl)N=C(C(OC)=O)C=1Cl.[F-].[Cs+].P(C1C=C(S([O-])(=O)=O)C=CC=1)(C1C=C(S([O-])(=O)=O)C=CC=1)C1C=C(S([O-])(=O)=O)C=CC=1.[Na+].[Na+].[Na+]. (7) The reactants are: [NH2:1][C:2]1[CH:7]=[CH:6][CH:5]=[CH:4][CH:3]=1.[CH:8]1[CH:13]=[CH:12][C:11]([O:14][C:15](OC2C=CC=CC=2)=[N:16][C:17]#[N:18])=[CH:10][CH:9]=1. Given the product [C:17]([N:16]=[C:15]([O:14][C:11]1[CH:12]=[CH:13][CH:8]=[CH:9][CH:10]=1)[NH:1][C:2]1[CH:7]=[CH:6][CH:5]=[CH:4][CH:3]=1)#[N:18], predict the reactants needed to synthesize it. (8) Given the product [Cl:23][C:18]1[CH:17]=[C:16]([C:14]2[N:15]=[C:11]([C:9]3[CH:10]=[C:5]([C:3]([OH:2])=[O:4])[C:6]([C:24]4[CH:25]=[CH:26][C:27]([C:30]([N:37]5[CH2:38][CH2:39][CH:34]([OH:33])[CH2:35][CH2:36]5)=[O:32])=[CH:28][CH:29]=4)=[CH:7][CH:8]=3)[S:12][CH:13]=2)[CH:21]=[CH:20][C:19]=1[Cl:22], predict the reactants needed to synthesize it. The reactants are: C[O:2][C:3]([C:5]1[C:6]([C:24]2[CH:29]=[CH:28][C:27]([C:30]([OH:32])=O)=[CH:26][CH:25]=2)=[CH:7][CH:8]=[C:9]([C:11]2[S:12][CH:13]=[C:14]([C:16]3[CH:21]=[CH:20][C:19]([Cl:22])=[C:18]([Cl:23])[CH:17]=3)[N:15]=2)[CH:10]=1)=[O:4].[OH:33][CH:34]1[CH2:39][CH2:38][NH:37][CH2:36][CH2:35]1.C1COCC1.O.[OH-].[Li+]. (9) Given the product [C:32]([O:31][C:30](=[O:36])[NH:29][C@H:26]1[CH2:27][CH2:28][C@@H:24]([C:22]2[N:19]3[C:14]4[CH:13]=[CH:12][N:11]([S:1]([C:4]5[CH:10]=[CH:9][C:7]([CH3:8])=[CH:6][CH:5]=5)(=[O:2])=[O:3])[C:15]=4[N:16]=[CH:17][C:18]3=[N:20][N:21]=2)[CH2:25]1)([CH3:34])([CH3:35])[CH3:33], predict the reactants needed to synthesize it. The reactants are: [S:1]([N:11]1[C:15]2=[N:16][CH:17]=[C:18]([NH:20][NH:21][C:22]([C@@H:24]3[CH2:28][CH2:27][C@H:26]([NH:29][C:30](=[O:36])[O:31][C:32]([CH3:35])([CH3:34])[CH3:33])[CH2:25]3)=O)[N:19]=[C:14]2[CH:13]=[CH:12]1)([C:4]1[CH:10]=[CH:9][C:7]([CH3:8])=[CH:6][CH:5]=1)(=[O:3])=[O:2].C1(C(O)=O)CCCC1.O=S(Cl)Cl.CCOC(C)=O.